Dataset: Blood-brain barrier permeability classification from the B3DB database. Task: Regression/Classification. Given a drug SMILES string, predict its absorption, distribution, metabolism, or excretion properties. Task type varies by dataset: regression for continuous measurements (e.g., permeability, clearance, half-life) or binary classification for categorical outcomes (e.g., BBB penetration, CYP inhibition). Dataset: b3db_classification. (1) The drug is CN1CCCCC1CCN1c2ccccc2Sc2ccc([S+](C)[O-])cc21. The result is 1 (penetrates BBB). (2) The result is 1 (penetrates BBB). The drug is CN(CCCN1c2ccccc2CCc2ccccc21)CC(=O)c1ccc(Cl)cc1. (3) The molecule is Cc1ccc2c(c1)OC(C)(C)C[C@@H]2NC(=O)CSCc1ccc([N+](=O)[O-])cc1. The result is 1 (penetrates BBB). (4) The compound is C=C1/C(=C/C=C2\CCCC3(C)C2CCC3C(C)CCCC(C)(C)O)CC(O)C(OCCCO)C1O. The result is 0 (does not penetrate BBB). (5) The drug is CC(C)(C)NC[C@H](O)COc1cccc2c1C[C@@H](O)[C@@H](O)C2. The result is 0 (does not penetrate BBB). (6) The compound is CC(=O)OCC1=COC(OC(=O)CC(C)C)C2C1=CC(OC(=O)CC(C)C)C21CO1. The result is 1 (penetrates BBB).